Dataset: Catalyst prediction with 721,799 reactions and 888 catalyst types from USPTO. Task: Predict which catalyst facilitates the given reaction. (1) Reactant: [Cl:1][C:2]1[C:7]([C:8](O)=[O:9])=[CH:6][CH:5]=[C:4]([Cl:11])[N:3]=1.C[N:13]1CCOCC1.ClC(OC(C)C)=O. Product: [Cl:1][C:2]1[C:7]([C:8]([NH2:13])=[O:9])=[CH:6][CH:5]=[C:4]([Cl:11])[N:3]=1. The catalyst class is: 4. (2) Reactant: [F:1][C:2]([F:32])([F:31])[C:3]1[CH:4]=[C:5]([CH:24]=[C:25]([C:27]([F:30])([F:29])[F:28])[CH:26]=1)[CH2:6][O:7][CH2:8][C:9]([C:12]1[CH:17]=[CH:16][CH:15]=[CH:14][C:13]=1[CH:18]1OCCC[O:19]1)=[CH:10][CH3:11].Cl.[BH4-].[Na+]. Product: [F:1][C:2]([F:31])([F:32])[C:3]1[CH:4]=[C:5]([CH:24]=[C:25]([C:27]([F:29])([F:28])[F:30])[CH:26]=1)[CH2:6][O:7][CH2:8][C:9]([C:12]1[CH:17]=[CH:16][CH:15]=[CH:14][C:13]=1[CH2:18][OH:19])=[CH:10][CH3:11]. The catalyst class is: 95.